This data is from Catalyst prediction with 721,799 reactions and 888 catalyst types from USPTO. The task is: Predict which catalyst facilitates the given reaction. (1) Reactant: [F:1][C:2]1[C:7]([O:8][CH3:9])=[CH:6][CH:5]=[CH:4][C:3]=1B(O)O.C(O)(=[O:15])C.OO. Product: [F:1][C:2]1[C:7]([O:8][CH3:9])=[CH:6][CH:5]=[CH:4][C:3]=1[OH:15]. The catalyst class is: 7. (2) Reactant: [Cl:1][C:2]1[CH:18]=[CH:17][C:5]2[CH2:6][CH2:7][N:8]([C:11](=[O:16])[C:12]([F:15])([F:14])[F:13])[CH2:9][CH2:10][C:4]=2[C:3]=1OS(C(F)(F)F)(=O)=O.[CH3:27][C@@H:28]1[CH2:30][C@H:29]1[C:31]([NH:33][C:34]1[CH:41]=[CH:40][C:37]([CH2:38][NH2:39])=[CH:36][CH:35]=1)=[O:32]. Product: [Cl:1][C:2]1[CH:18]=[CH:17][C:5]2[CH2:6][CH2:7][N:8]([C:11](=[O:16])[C:12]([F:15])([F:14])[F:13])[CH2:9][CH2:10][C:4]=2[C:3]=1[NH:39][CH2:38][C:37]1[CH:36]=[CH:35][C:34]([NH:33][C:31]([C@@H:29]2[CH2:30][C@H:28]2[CH3:27])=[O:32])=[CH:41][CH:40]=1. The catalyst class is: 857. (3) Reactant: [CH3:1][C:2]1[C:7]2[C:8]([CH2:11][N:12]3[C:16]4[CH:17]=[CH:18][CH:19]=[CH:20][C:15]=4[N:14]=[C:13]3[S:21][CH2:22][CH2:23][CH2:24][C:25]([OH:27])=[O:26])=[CH:9][S:10][C:6]=2[CH:5]=[CH:4][CH:3]=1.[CH3:28][S:29]([OH:32])(=[O:31])=[O:30]. Product: [CH3:28][S:29]([OH:32])(=[O:31])=[O:30].[CH3:1][C:2]1[C:7]2[C:8]([CH2:11][N:12]3[C:16]4[CH:17]=[CH:18][CH:19]=[CH:20][C:15]=4[N:14]=[C:13]3[S:21][CH2:22][CH2:23][CH2:24][C:25]([OH:27])=[O:26])=[CH:9][S:10][C:6]=2[CH:5]=[CH:4][CH:3]=1. The catalyst class is: 12. (4) Reactant: [CH3:1][O:2][C:3]1[CH:4]=[C:5]2[C:10](=[CH:11][C:12]=1[O:13][CH3:14])[N:9]=[CH:8][CH:7]=[C:6]2[O:15][C:16]1[CH:22]=[CH:21][C:19]([NH2:20])=[C:18]([CH3:23])[C:17]=1[CH3:24].ClC(Cl)(O[C:29](=[O:35])[O:30][C:31](Cl)(Cl)Cl)Cl.[Cl:37][C:38]1[CH:43]=[CH:42][CH:41]=[CH:40][C:39]=1CO.C(=O)(O)[O-].[Na+]. Product: [CH3:1][O:2][C:3]1[CH:4]=[C:5]2[C:10](=[CH:11][C:12]=1[O:13][CH3:14])[N:9]=[CH:8][CH:7]=[C:6]2[O:15][C:16]1[CH:22]=[CH:21][C:19]([NH:20][C:29](=[O:35])[O:30][CH2:31][C:39]2[CH:40]=[CH:41][CH:42]=[CH:43][C:38]=2[Cl:37])=[C:18]([CH3:23])[C:17]=1[CH3:24]. The catalyst class is: 208. (5) The catalyst class is: 56. Reactant: Br[C:2]1[CH:3]=[C:4]([N:12]2[CH:16]=[CH:15][CH:14]=[N:13]2)[C:5]([N+:9]([O-:11])=[O:10])=[C:6]([NH2:8])[CH:7]=1.[N:17]1[CH:22]=[CH:21][CH:20]=[C:19](B(CC)CC)[CH:18]=1.C(=O)([O-])[O-].[Na+].[Na+]. Product: [N+:9]([C:5]1[C:4]([N:12]2[CH:16]=[CH:15][CH:14]=[N:13]2)=[CH:3][C:2]([C:19]2[CH:18]=[N:17][CH:22]=[CH:21][CH:20]=2)=[CH:7][C:6]=1[NH2:8])([O-:11])=[O:10]. (6) Reactant: C[C:2]([NH:9][C:10]1[CH:15]=[CH:14][C:13]([C:16]2[NH:20][C:19]([C@H:21]3[N:29]4[C:24](=[CH:25][C:26]([C:31]5[CH:36]=[C:35]([Cl:37])[CH:34]=[CH:33][C:32]=5[N:38]5[CH:42]=[N:41][N:40]=[N:39]5)=[CH:27][C:28]4=[O:30])[CH2:23][CH2:22]3)=[N:18][CH:17]=2)=[CH:12][CH:11]=1)(CCC)[C:3]([O-:5])=[O:4].Cl. Product: [ClH:37].[Cl:37][C:35]1[CH:34]=[CH:33][C:32]([N:38]2[CH:42]=[N:41][N:40]=[N:39]2)=[C:31]([C:26]2[CH:25]=[C:24]3[N:29]([C@H:21]([C:19]4[NH:20][C:16]([C:13]5[CH:12]=[CH:11][C:10]([NH:9][CH2:2][C:3]([OH:5])=[O:4])=[CH:15][CH:14]=5)=[CH:17][N:18]=4)[CH2:22][CH2:23]3)[C:28](=[O:30])[CH:27]=2)[CH:36]=1. The catalyst class is: 12.